Dataset: Forward reaction prediction with 1.9M reactions from USPTO patents (1976-2016). Task: Predict the product of the given reaction. Given the reactants [NH:1]1[CH2:6][CH2:5][C:4]2([O:11][C:10]3[C:12]4[C:17]([C:18](=[O:21])[C:19](=[O:20])[C:9]=3[S:8][CH2:7]2)=[CH:16][CH:15]=[CH:14][CH:13]=4)[CH2:3][CH2:2]1.Br[CH2:23][CH2:24][CH2:25][CH2:26][C:27]1[CH:32]=[CH:31][CH:30]=[CH:29][CH:28]=1, predict the reaction product. The product is: [C:27]1([CH2:26][CH2:25][CH2:24][CH2:23][N:1]2[CH2:2][CH2:3][C:4]3([O:11][C:10]4[C:12]5[C:17]([C:18](=[O:21])[C:19](=[O:20])[C:9]=4[S:8][CH2:7]3)=[CH:16][CH:15]=[CH:14][CH:13]=5)[CH2:5][CH2:6]2)[CH:32]=[CH:31][CH:30]=[CH:29][CH:28]=1.